Dataset: Full USPTO retrosynthesis dataset with 1.9M reactions from patents (1976-2016). Task: Predict the reactants needed to synthesize the given product. (1) Given the product [Cl:1][C:2]1[CH:7]=[CH:6][C:5]([C:8]([CH:32]2[CH2:14][C:31]2([F:43])[F:30])=[O:11])=[CH:4][CH:3]=1, predict the reactants needed to synthesize it. The reactants are: [Cl:1][C:2]1[CH:7]=[CH:6][C:5]([C:8](=[O:11])C=C)=[CH:4][CH:3]=1.[F-].[Na+].[C:14](C1C=C(C)C=C(C(C)(C)C)C=1O)(C)(C)C.[F:30][C:31]([F:43])(S(F)(=O)=O)[C:32](O[Si](C)(C)C)=O. (2) Given the product [Br:22][C:11]1[CH:10]=[CH:9][C:7]2[NH:8][C@@H:2]([CH3:1])[C@H:3]([NH:14][C:15](=[O:21])[O:16][C:17]([CH3:20])([CH3:19])[CH3:18])[C:4](=[O:13])[NH:5][C:6]=2[CH:12]=1, predict the reactants needed to synthesize it. The reactants are: [CH3:1][C@@H:2]1[NH:8][C:7]2[CH:9]=[CH:10][CH:11]=[CH:12][C:6]=2[NH:5][C:4](=[O:13])[C@H:3]1[NH:14][C:15](=[O:21])[O:16][C:17]([CH3:20])([CH3:19])[CH3:18].[Br:22]N1C(=O)CCC1=O. (3) Given the product [F:1][C:2]1[CH:3]=[C:4]([CH:8]=[CH:9][C:10]=1[O:11][CH3:12])[C:5]([NH:34][C:22]1[CH:21]=[C:20]([C:14]2[CH:13]=[CH:27][N:26]=[CH:23][CH:22]=2)[CH:25]=[CH:24][C:23]=1[NH:26][C:27](=[O:33])[O:28][C:29]([CH3:32])([CH3:31])[CH3:30])=[O:7], predict the reactants needed to synthesize it. The reactants are: [F:1][C:2]1[CH:3]=[C:4]([CH:8]=[CH:9][C:10]=1[O:11][CH3:12])[C:5]([OH:7])=O.[C:13](Cl)(=O)[C:14](Cl)=O.Br[C:20]1[CH:25]=[CH:24][C:23]([NH:26][C:27](=[O:33])[O:28][C:29]([CH3:32])([CH3:31])[CH3:30])=[C:22]([N+:34]([O-])=O)[CH:21]=1. (4) Given the product [CH3:19][NH:20][C:21]([C:23]1[CH:28]=[C:27]([O:12][C:10]2[CH:9]=[CH:8][C:6]3[N:7]=[C:2]([NH2:1])[N:3]=[N:4][C:5]=3[CH:11]=2)[CH:26]=[CH:25][N:24]=1)=[O:22], predict the reactants needed to synthesize it. The reactants are: [NH2:1][C:2]1[N:3]=[N:4][C:5]2[CH:11]=[C:10]([OH:12])[CH:9]=[CH:8][C:6]=2[N:7]=1.CC(C)([O-])C.[K+].[CH3:19][NH:20][C:21]([C:23]1[CH:28]=[C:27](Cl)[CH:26]=[CH:25][N:24]=1)=[O:22].C([O-])([O-])=O.[K+].[K+]. (5) Given the product [CH2:1]([O:3][C:4](=[O:18])[CH2:5][CH2:6][C:7]1[C:15]2[C:10](=[CH:11][CH:12]=[C:13]([O:16][CH3:17])[CH:14]=2)[N:9]([CH2:20][C:28]2[S:29][C:25]([Br:24])=[CH:26][CH:27]=2)[CH:8]=1)[CH3:2], predict the reactants needed to synthesize it. The reactants are: [CH2:1]([O:3][C:4](=[O:18])[CH2:5][CH2:6][C:7]1[C:15]2[C:10](=[CH:11][CH:12]=[C:13]([O:16][CH3:17])[CH:14]=2)[NH:9][CH:8]=1)[CH3:2].Cl[CH2:20]Cl.[OH-].[K+].[Br:24][C:25]1[S:29][C:28](S(Cl)(=O)=O)=[CH:27][CH:26]=1. (6) Given the product [ClH:69].[ClH:69].[CH3:1][C:2]1[N:6]2[C:7]3[C:12]([CH:13]=[CH:14][C:5]2=[N:4][N:3]=1)=[C:11]([CH2:15][CH2:16][N:51]1[CH2:52][CH2:53][N:48]([C:44]2[CH:43]=[CH:42][CH:41]=[C:40]4[C:45]=2[CH:46]=[CH:47][C:38]([CH3:37])=[N:39]4)[CH2:49][CH2:50]1)[CH:10]=[CH:9][CH:8]=3, predict the reactants needed to synthesize it. The reactants are: [CH3:1][C:2]1[N:6]2[C:7]3[C:12]([CH:13]=[CH:14][C:5]2=[N:4][N:3]=1)=[C:11]([CH2:15][CH:16]=O)[CH:10]=[CH:9][CH:8]=3.COC(O)CC1C=CC=C2C=1C=CC1N2C(C)=NN=1.[CH3:37][C:38]1[CH:47]=[CH:46][C:45]2[C:40](=[CH:41][CH:42]=[CH:43][C:44]=2[N:48]2[CH2:53][CH2:52][NH:51][C@H:50](C)[CH2:49]2)[N:39]=1.C(O[BH-](OC(=O)C)OC(=O)C)(=O)C.[Na+].[Cl:69]CCCl.C(#N)C. (7) The reactants are: [Cl:1][C:2]1[CH:24]=[CH:23][C:5]([CH2:6][C:7]2[N:8]=[C:9]([C:17]3[CH:22]=[CH:21][N:20]=[CH:19][CH:18]=3)[S:10][C:11]=2[C:12]([O:14][CH2:15]C)=[O:13])=[CH:4][CH:3]=1.C1C=C(Cl)C=C(C(OO)=[O:33])C=1.C(Cl)Cl.C(=O)(O)[O-].[Na+]. Given the product [Cl:1][C:2]1[CH:24]=[CH:23][C:5]([CH2:6][C:7]2[N:8]=[C:9]([C:17]3[CH:22]=[CH:21][N+:20]([O-:33])=[CH:19][CH:18]=3)[S:10][C:11]=2[C:12]([O:14][CH3:15])=[O:13])=[CH:4][CH:3]=1, predict the reactants needed to synthesize it. (8) Given the product [CH3:1][C:2]1([N:12]2[CH2:17][CH2:16][CH:15]([N:18]3[C:26]4[C:21](=[CH:22][CH:23]=[CH:24][CH:25]=4)[CH:20]([CH2:38][C:39]([O:41][CH3:42])=[O:40])[C:19]3=[O:27])[CH2:14][CH2:13]2)[C:11]2[C:6](=[CH:7][CH:8]=[CH:9][CH:10]=2)[CH2:5][CH2:4][CH2:3]1, predict the reactants needed to synthesize it. The reactants are: [CH3:1][C:2]1([N:12]2[CH2:17][CH2:16][CH:15]([N:18]3[C:26]4[C:21](=[CH:22][CH:23]=[CH:24][CH:25]=4)[CH2:20][C:19]3=[O:27])[CH2:14][CH2:13]2)[C:11]2[C:6](=[CH:7][CH:8]=[CH:9][CH:10]=2)[CH2:5][CH2:4][CH2:3]1.C([N-]C(C)C)(C)C.[Li+].BrC[CH2:38][C:39]([O:41][CH3:42])=[O:40]. (9) Given the product [F:16][C:5]1[CH:4]=[CH:3][C:2]([C:25]2[CH:26]=[C:27]3[C:31](=[CH:32][CH:33]=2)[NH:30][N:29]=[CH:28]3)=[CH:7][C:6]=1[C:8]([C:10]1[CH:15]=[CH:14][CH:13]=[CH:12][CH:11]=1)=[O:9], predict the reactants needed to synthesize it. The reactants are: Br[C:2]1[CH:3]=[CH:4][C:5]([F:16])=[C:6]([C:8]([C:10]2[CH:15]=[CH:14][CH:13]=[CH:12][CH:11]=2)=[O:9])[CH:7]=1.CC1(C)C(C)(C)OB([C:25]2[CH:26]=[C:27]3[C:31](=[CH:32][CH:33]=2)[NH:30][N:29]=[CH:28]3)O1.C(COC)OC.C(=O)([O-])[O-].[Na+].[Na+]. (10) Given the product [CH2:1]([N:8]1[C:17](=[O:18])[C:16]2[C:11](=[CH:12][C:13]([O:20][CH3:21])=[C:14]([O:19][CH2:32][CH2:33][Cl:34])[CH:15]=2)[N:10]=[CH:9]1)[C:2]1[CH:3]=[CH:4][CH:5]=[CH:6][CH:7]=1, predict the reactants needed to synthesize it. The reactants are: [CH2:1]([N:8]1[C:17](=[O:18])[C:16]2[C:11](=[CH:12][C:13]([O:20][CH3:21])=[C:14]([OH:19])[CH:15]=2)[N:10]=[CH:9]1)[C:2]1[CH:7]=[CH:6][CH:5]=[CH:4][CH:3]=1.C1(C)C=CC(S(O[CH2:32][CH2:33][Cl:34])(=O)=O)=CC=1.C(=O)([O-])[O-].[K+].[K+].O.